Dataset: Reaction yield outcomes from USPTO patents with 853,638 reactions. Task: Predict the reaction yield, written as a fraction of the theoretical maximum amount of product (1.0 means a 100% yield; for example, 0.34 means a 34% yield). (1) The reactants are [NH2:1][C@@H:2]([C:7]([OH:9])=[O:8])[C:3]([SH:6])([CH3:5])[CH3:4].[OH-].[Na+].Br[CH2:13][CH2:14][OH:15].C(=O)([O-])[O-].[Na+].[Na+].[C:22]([O:26][C:27]1[CH:32]=[CH:31][C:30]([S:33](Cl)(=[O:35])=[O:34])=[CH:29][CH:28]=1)#[C:23][CH2:24][CH3:25]. The catalyst is CO.CN(C=O)C. The product is [CH2:22]([O:26][C:27]1[CH:32]=[CH:31][C:30]([S:33]([NH:1][C@H:2]([C:7]([OH:9])=[O:8])[C:3]([S:6][CH2:13][CH2:14][OH:15])([CH3:5])[CH3:4])(=[O:35])=[O:34])=[CH:29][CH:28]=1)[C:23]#[C:24][CH3:25]. The yield is 0.896. (2) The reactants are I[C:2]1[CH:11]=[CH:10][C:5]([C:6]([O:8][CH3:9])=[O:7])=[CH:4][CH:3]=1.[C:12]1(=[O:19])[NH:18][CH2:17][CH2:16][CH2:15][CH2:14][CH2:13]1.C([O-])([O-])=O.[K+].[K+].N1C2C(=CC=C3C=2N=CC=C3)C=CC=1. The catalyst is [Cu]I.CCOC(C)=O.O. The product is [CH3:9][O:8][C:6](=[O:7])[C:5]1[CH:10]=[CH:11][C:2]([N:18]2[CH2:17][CH2:16][CH2:15][CH2:14][CH2:13][C:12]2=[O:19])=[CH:3][CH:4]=1. The yield is 0.518. (3) The reactants are Cl[C:2]1[CH:7]=[CH:6][N:5]=[C:4]2[CH:8]=[C:9]([C:11]([N:13]3[CH2:17][CH2:16][CH2:15][C@H:14]3[CH2:18][O:19][CH3:20])=[O:12])[S:10][C:3]=12.[CH3:21][NH:22][C:23]([C:25]1[C:26]2[CH:35]=[CH:34][C:33]([OH:36])=[CH:32][C:27]=2[S:28][C:29]=1[CH2:30][CH3:31])=[O:24].C([O-])([O-])=O.[Cs+].[Cs+]. No catalyst specified. The product is [CH3:21][NH:22][C:23]([C:25]1[C:26]2[CH:35]=[CH:34][C:33]([O:36][C:2]3[CH:7]=[CH:6][N:5]=[C:4]4[CH:8]=[C:9]([C:11]([N:13]5[CH2:17][CH2:16][CH2:15][C@H:14]5[CH2:18][O:19][CH3:20])=[O:12])[S:10][C:3]=34)=[CH:32][C:27]=2[S:28][C:29]=1[CH2:30][CH3:31])=[O:24]. The yield is 0.100. (4) The reactants are [Cl-].O[NH3+:3].[C:4](=[O:7])([O-])[OH:5].[Na+].CS(C)=O.[CH2:13]([C:17]1[N:18]=[C:19]([CH2:48][CH:49]2[CH2:51][CH2:50]2)[N:20]([C:39]2[CH:40]=[CH:41][C:42]3[O:46][CH2:45][CH2:44][C:43]=3[CH:47]=2)[C:21](=[O:38])[C:22]=1[CH2:23][C:24]1[CH:29]=[CH:28][C:27]([C:30]2[C:31]([C:36]#[N:37])=[CH:32][CH:33]=[CH:34][CH:35]=2)=[CH:26][CH:25]=1)[CH2:14][CH2:15][CH3:16]. The catalyst is C(OCC)(=O)C. The product is [CH2:13]([C:17]1[N:18]=[C:19]([CH2:48][CH:49]2[CH2:50][CH2:51]2)[N:20]([C:39]2[CH:40]=[CH:41][C:42]3[O:46][CH2:45][CH2:44][C:43]=3[CH:47]=2)[C:21](=[O:38])[C:22]=1[CH2:23][C:24]1[CH:25]=[CH:26][C:27]([C:30]2[CH:35]=[CH:34][CH:33]=[CH:32][C:31]=2[C:36]2[NH:3][C:4](=[O:7])[O:5][N:37]=2)=[CH:28][CH:29]=1)[CH2:14][CH2:15][CH3:16]. The yield is 0.820. (5) The reactants are C(C1C=CC=C(OC)C=1C(=O)COC1C=C(C)C=C(C)C=1C)(C)C.[CH:25]([C:28]1[CH:33]=[CH:32][C:31]([C:34](=O)[CH2:35][O:36][C:37]2[CH:42]=[C:41]([CH3:43])[CH:40]=[C:39]([CH3:44])[C:38]=2[CH3:45])=[C:30]([O:47][CH3:48])[CH:29]=1)([CH3:27])[CH3:26].O.[O-2].[O-2].[O-2].O=[Si]=O.O=[Si]=O.O=[Si]=O.O=[Si]=O.[Al+3].[Al+3]. The catalyst is C1(C)C=CC=CC=1. The product is [CH:25]([C:28]1[CH:33]=[CH:32][C:31]([C:34]2[C:42]3[C:41]([CH3:43])=[CH:40][C:39]([CH3:44])=[C:38]([CH3:45])[C:37]=3[O:36][CH:35]=2)=[C:30]([O:47][CH3:48])[CH:29]=1)([CH3:27])[CH3:26]. The yield is 0.400. (6) The yield is 1.00. The reactants are [CH3:1][C:2]([C:4]1[CH:9]=[C:8]([Br:10])[CH:7]=[CH:6][C:5]=1[O:11][CH3:12])=[O:3]. The catalyst is C(Cl)Cl. The product is [Br:10][C:8]1[CH:7]=[CH:6][C:5]([O:11][CH3:12])=[C:4]([CH:2]([OH:3])[CH3:1])[CH:9]=1. (7) The reactants are Br[C:2]1[CH:3]=[C:4]([C:15]([O:17]C)=[O:16])[C:5]2[C:6]([CH3:14])=[CH:7][N:8]([CH:11]([CH3:13])[CH3:12])[C:9]=2[CH:10]=1.[CH3:19][O-:20].[Na+].CO.Cl. The catalyst is O.CCOC(C)=O.[Cu]I.CN1C(=O)CCC1. The product is [CH3:14][C:6]1[C:5]2[C:4]([C:15]([OH:17])=[O:16])=[CH:3][C:2]([O:20][CH3:19])=[CH:10][C:9]=2[N:8]([CH:11]([CH3:12])[CH3:13])[CH:7]=1. The yield is 0.800.